From a dataset of Forward reaction prediction with 1.9M reactions from USPTO patents (1976-2016). Predict the product of the given reaction. (1) Given the reactants [C:1]([C:4]1[N:5]=[C:6]([N:9]2[CH2:12][CH:11]([S:13][C:14]3[C@H:15]([CH3:34])[C@@H:16]4[C@@H:29]([C@H:30]([OH:32])[CH3:31])[C:28](=[O:33])[N:17]4[C:18]=3[C:19]([O:21]C3C=CC=CC=3)=[O:20])[CH2:10]2)[S:7][CH:8]=1)(=[O:3])[NH2:2].[C:35](O)(=O)[CH3:36].NN.C1(P(OC2[C@H](C)[C@H]3[C@@H]([C@H](O)C)C(=O)N3C=2C(O[CH2:64][C:65]2[CH:70]=[CH:69][C:68]([N+:71]([O-:73])=[O:72])=[CH:67][CH:66]=2)=O)(C2C=CC=CC=2)=O)C=CC=CC=1.[CH:81](N(C(C)C)CC)([CH3:83])[CH3:82].C(=O)([O-])O.[Na+], predict the reaction product. The product is: [N:2]1([C:1]([C:4]2[N:5]=[C:6]([N:9]3[CH2:12][CH:11]([S:13][C:14]4[C@H:15]([CH3:34])[C@@H:16]5[C@@H:29]([C@H:30]([OH:32])[CH3:31])[C:28](=[O:33])[N:17]5[C:18]=4[C:19]([O:21][CH2:64][C:65]4[CH:66]=[CH:67][C:68]([N+:71]([O-:73])=[O:72])=[CH:69][CH:70]=4)=[O:20])[CH2:10]3)[S:7][CH:8]=2)=[O:3])[CH2:36][CH2:35][CH2:83][CH2:81][CH2:82]1. (2) Given the reactants Br[CH2:2][C:3]1[CH:4]=[C:5]([CH:10]=[CH:11][CH:12]=1)[C:6]([O:8][CH3:9])=[O:7].[C-:13]#[N:14].[K+], predict the reaction product. The product is: [C:13]([CH2:2][C:3]1[CH:4]=[C:5]([CH:10]=[CH:11][CH:12]=1)[C:6]([O:8][CH3:9])=[O:7])#[N:14]. (3) Given the reactants [C:1]([C:3]1[CH:8]=[CH:7][C:6]([N:9]([CH2:15][CH:16]2[CH2:18][CH2:17]2)[C@H:10]([C:12]([OH:14])=O)[CH3:11])=[CH:5][C:4]=1[C:19]([F:22])([F:21])[F:20])#[N:2].[F:23][C:24]1[CH:30]=[CH:29][C:27]([NH2:28])=[CH:26][CH:25]=1, predict the reaction product. The product is: [C:1]([C:3]1[CH:8]=[CH:7][C:6]([N:9]([CH2:15][CH:16]2[CH2:18][CH2:17]2)[C@H:10]([C:12]([NH:28][C:27]2[CH:29]=[CH:30][C:24]([F:23])=[CH:25][CH:26]=2)=[O:14])[CH3:11])=[CH:5][C:4]=1[C:19]([F:20])([F:21])[F:22])#[N:2]. (4) Given the reactants [Br:1][C:2]1[CH:7]=[C:6]([F:8])[C:5]([CH2:9][CH2:10][OH:11])=[C:4]([F:12])[CH:3]=1.N1C=CC=CC=1.[C:19](OC(=O)C)(=[O:21])[CH3:20], predict the reaction product. The product is: [C:19]([O:11][CH2:10][CH2:9][C:5]1[C:4]([F:12])=[CH:3][C:2]([Br:1])=[CH:7][C:6]=1[F:8])(=[O:21])[CH3:20]. (5) Given the reactants O.[C@@H:2]1([N:10]2[CH:17]=[CH:16][C:14]([NH2:15])=[N:13][C:11]2=[O:12])[O:9][C@H:6]([CH2:7][OH:8])[C@@H:4]([OH:5])[CH2:3]1.CO[C:20]1(OC)[CH2:24][CH2:23][CH2:22][N:21]1[CH3:25], predict the reaction product. The product is: [CH3:25][N:21]1[CH2:22][CH2:23][CH2:24][C:20]1=[N:15][C:14]1[CH:16]=[CH:17][N:10]([C@@H:2]2[O:9][C@H:6]([CH2:7][OH:8])[C@@H:4]([OH:5])[CH2:3]2)[C:11](=[O:12])[N:13]=1. (6) Given the reactants [F:1][C:2]1[CH:3]=[C:4]([C:10]2[CH:15]=[CH:14][CH:13]=[CH:12][CH:11]=2)[CH:5]=[CH:6][C:7]=1[CH:8]=O.[NH2:16][C:17]1[C:18]([C:31]([NH:33][CH3:34])=[O:32])=[N:19][C:20]([C:23]2[CH:28]=[CH:27][CH:26]=[C:25]([CH2:29][NH2:30])[CH:24]=2)=[CH:21][N:22]=1.CC(O)=O.[BH-](OC(C)=O)(OC(C)=O)OC(C)=O.[Na+].C([O-])(O)=O.[Na+], predict the reaction product. The product is: [NH2:16][C:17]1[C:18]([C:31]([NH:33][CH3:34])=[O:32])=[N:19][C:20]([C:23]2[CH:28]=[CH:27][CH:26]=[C:25]([CH2:29][NH:30][CH2:8][C:7]3[CH:6]=[CH:5][C:4]([C:10]4[CH:15]=[CH:14][CH:13]=[CH:12][CH:11]=4)=[CH:3][C:2]=3[F:1])[CH:24]=2)=[CH:21][N:22]=1. (7) Given the reactants [NH2:1][C:2]1[CH:3]=[C:4]([C@H:16]([OH:19])[CH2:17][Br:18])[CH:5]=[CH:6][C:7]=1[O:8][CH2:9][C:10]1[CH:15]=[CH:14][CH:13]=[CH:12][CH:11]=1.[C:20](O[C:20]([O:22][CH3:23])=[O:21])([O:22][CH3:23])=[O:21], predict the reaction product. The product is: [CH3:23][O:22][C:20]([NH:1][C:2]1[CH:3]=[C:4]([C@H:16]([OH:19])[CH2:17][Br:18])[CH:5]=[CH:6][C:7]=1[O:8][CH2:9][C:10]1[CH:15]=[CH:14][CH:13]=[CH:12][CH:11]=1)=[O:21].